Dataset: Catalyst prediction with 721,799 reactions and 888 catalyst types from USPTO. Task: Predict which catalyst facilitates the given reaction. Reactant: FC(F)(F)[C:3](O)=[O:4].[Br:8][C:9]1[CH:10]=[CH:11][C:12]([C:15]2([C:36]#[N:37])[CH:19]([CH2:20][C:21]([CH3:24])([CH3:23])[CH3:22])[NH:18][CH:17](C(O)=O)[CH:16]2[C:28]2[CH:33]=[CH:32][CH:31]=[C:30]([Cl:34])[C:29]=2[F:35])=[N:13][CH:14]=1.[CH3:38][C:39]1([CH3:47])[O:43][C@@H:42]([CH2:44][CH2:45][NH2:46])[CH2:41][O:40]1.CN(C(ON1N=NC2C=CC=NC1=2)=[N+](C)C)C.F[P-](F)(F)(F)(F)F.CCN(C(C)C)C(C)C. Product: [CH3:38][C:39]1([CH3:47])[O:43][C@@H:42]([CH2:44][CH2:45][NH:46][C:3]([CH:17]2[CH:16]([C:28]3[CH:33]=[CH:32][CH:31]=[C:30]([Cl:34])[C:29]=3[F:35])[C:15]([C:12]3[CH:11]=[CH:10][C:9]([Br:8])=[CH:14][N:13]=3)([C:36]#[N:37])[CH:19]([CH2:20][C:21]([CH3:23])([CH3:24])[CH3:22])[NH:18]2)=[O:4])[CH2:41][O:40]1. The catalyst class is: 2.